Dataset: Full USPTO retrosynthesis dataset with 1.9M reactions from patents (1976-2016). Task: Predict the reactants needed to synthesize the given product. (1) Given the product [CH2:21]([N:7]1[C:2](=[O:1])[CH:3]=[CH:4][C:5]([N:8]2[C:16]3[C:11](=[CH:12][CH:13]=[CH:14][CH:15]=3)[CH2:10][C@H:9]2[C:17]([O:19][CH3:20])=[O:18])=[N:6]1)[C:22]1[CH:27]=[CH:26][CH:25]=[CH:24][CH:23]=1, predict the reactants needed to synthesize it. The reactants are: [O:1]=[C:2]1[NH:7][N:6]=[C:5]([N:8]2[C:16]3[C:11](=[CH:12][CH:13]=[CH:14][CH:15]=3)[CH2:10][C@H:9]2[C:17]([O:19][CH3:20])=[O:18])[CH:4]=[CH:3]1.[CH2:21](Br)[C:22]1[CH:27]=[CH:26][CH:25]=[CH:24][CH:23]=1.C(=O)([O-])[O-].[K+].[K+]. (2) Given the product [F:16][C:13]1[CH:14]=[CH:15][C:10]([C:8]2[O:9][C:5]3[CH:4]=[C:3]([N:22]([CH3:32])[S:23]([C:26]4[CH:31]=[CH:30][CH:29]=[CH:28][CH:27]=4)(=[O:25])=[O:24])[C:2]([C:45]4[CH:46]=[CH:41][CH:42]=[C:43]([C:47]5[O:48][C:49]6[C:50]([N:55]=5)=[N:51][CH:52]=[CH:53][CH:54]=6)[CH:44]=4)=[CH:21][C:6]=3[C:7]=2[C:17]([NH:19][CH3:20])=[O:18])=[CH:11][CH:12]=1, predict the reactants needed to synthesize it. The reactants are: Br[C:2]1[C:3]([N:22]([CH3:32])[S:23]([C:26]2[CH:31]=[CH:30][CH:29]=[CH:28][CH:27]=2)(=[O:25])=[O:24])=[CH:4][C:5]2[O:9][C:8]([C:10]3[CH:15]=[CH:14][C:13]([F:16])=[CH:12][CH:11]=3)=[C:7]([C:17]([NH:19][CH3:20])=[O:18])[C:6]=2[CH:21]=1.CC1(C)C(C)(C)OB([C:41]2[CH:42]=[C:43]([C:47]3[O:48][C:49]4[C:50]([N:55]=3)=[N:51][CH:52]=[CH:53][CH:54]=4)[CH:44]=[CH:45][CH:46]=2)O1.C([O-])([O-])=O.[K+].[K+].